From a dataset of Catalyst prediction with 721,799 reactions and 888 catalyst types from USPTO. Predict which catalyst facilitates the given reaction. (1) Reactant: Cl[C:2]1[C:3]2[C:4](=[CH:13][N:14](CC3C=CC(OC)=CC=3)[N:15]=2)[N:5]=[C:6]([C:8]2[S:9][CH:10]=[CH:11][CH:12]=2)[N:7]=1.[NH2:25][C:26]1[CH:36]=[CH:35][C:29]2[O:30][CH2:31][C:32](=[O:34])[NH:33][C:28]=2[CH:27]=1.Cl. Product: [S:9]1[CH:10]=[CH:11][CH:12]=[C:8]1[C:6]1[N:7]=[C:2]([NH:25][C:26]2[CH:36]=[CH:35][C:29]3[O:30][CH2:31][C:32](=[O:34])[NH:33][C:28]=3[CH:27]=2)[C:3]2[NH:15][N:14]=[CH:13][C:4]=2[N:5]=1. The catalyst class is: 71. (2) Reactant: [Br:1][C:2]1[CH:3]=[C:4]([C:8]2[C:9]([OH:18])=[C:10]([C:15](=[O:17])[CH3:16])[CH:11]=[C:12]([OH:14])[CH:13]=2)[CH:5]=[CH:6][CH:7]=1.C1(C)C=CC(S([O-])(=O)=O)=CC=1.[NH+]1C=CC=CC=1.[O:36]1[CH:41]=[CH:40][CH2:39][CH2:38][CH2:37]1. Product: [Br:1][C:2]1[CH:3]=[C:4]([CH2:8][C:9]([C:10]2[CH:11]=[C:12]([O:14][CH:37]3[CH2:38][CH2:39][CH2:40][CH2:41][O:36]3)[CH:13]=[CH:16][C:15]=2[OH:17])=[O:18])[CH:5]=[CH:6][CH:7]=1. The catalyst class is: 2.